Dataset: Forward reaction prediction with 1.9M reactions from USPTO patents (1976-2016). Task: Predict the product of the given reaction. Given the reactants [F:1][C:2]1[CH:19]=[CH:18][CH:17]=[C:16]([F:20])[C:3]=1[CH2:4][N:5]1[CH:10]=[C:9]([N+:11]([O-:13])=[O:12])[C:8](=[O:14])[NH:7][C:6]1=[O:15].[C:21]([O:25][C:26](=[O:37])[NH:27][C@H:28]([C:31]1[CH:36]=[CH:35][CH:34]=[CH:33][CH:32]=1)[CH2:29]O)([CH3:24])([CH3:23])[CH3:22].C1(P(C2C=CC=CC=2)C2C=CC=CC=2)C=CC=CC=1.N(C(OCC)=O)=NC(OCC)=O, predict the reaction product. The product is: [C:21]([O:25][C:26](=[O:37])[NH:27][C@H:28]([C:31]1[CH:32]=[CH:33][CH:34]=[CH:35][CH:36]=1)[CH2:29][N:7]1[C:8](=[O:14])[C:9]([N+:11]([O-:13])=[O:12])=[CH:10][N:5]([CH2:4][C:3]2[C:2]([F:1])=[CH:19][CH:18]=[CH:17][C:16]=2[F:20])[C:6]1=[O:15])([CH3:22])([CH3:23])[CH3:24].